Dataset: Forward reaction prediction with 1.9M reactions from USPTO patents (1976-2016). Task: Predict the product of the given reaction. Given the reactants [NH2:1][C:2]([C:4]1[CH:5]=[CH:6][C:7]([N:10]([CH2:30][CH2:31][CH3:32])[CH2:11][CH2:12][CH2:13][O:14][C:15]2[CH:16]=[C:17]3[C:21](=[CH:22][CH:23]=2)[C@H:20]([CH2:24][C:25]([O:27][CH2:28][CH3:29])=[O:26])[CH2:19][CH2:18]3)=[N:8][CH:9]=1)=[S:3].Br[CH:34]([CH3:38])[C:35](=O)[CH3:36], predict the reaction product. The product is: [CH3:38][C:34]1[N:1]=[C:2]([C:4]2[CH:5]=[CH:6][C:7]([N:10]([CH2:30][CH2:31][CH3:32])[CH2:11][CH2:12][CH2:13][O:14][C:15]3[CH:16]=[C:17]4[C:21](=[CH:22][CH:23]=3)[C@H:20]([CH2:24][C:25]([O:27][CH2:28][CH3:29])=[O:26])[CH2:19][CH2:18]4)=[N:8][CH:9]=2)[S:3][C:35]=1[CH3:36].